This data is from Catalyst prediction with 721,799 reactions and 888 catalyst types from USPTO. The task is: Predict which catalyst facilitates the given reaction. (1) Reactant: [CH:1]12[CH:9]([C:10]3[CH:23]=[CH:22][C:13]([O:14][CH2:15][C@H:16]4[O:20][C:19]([NH2:21])=[N:18][CH2:17]4)=[CH:12][CH:11]=3)[CH:5]([CH2:6][CH2:7][CH2:8]1)[CH2:4][CH2:3][CH2:2]2.C([O:26][C:27](=O)[C:28]#[C:29][CH:30]1[CH2:32][CH2:31]1)C. Product: [CH:1]12[CH:9]([C:10]3[CH:23]=[CH:22][C:13]([O:14][CH2:15][C@H:16]4[O:20][C:19]5=[N:21][C:27](=[O:26])[CH:28]=[C:29]([CH:30]6[CH2:32][CH2:31]6)[N:18]5[CH2:17]4)=[CH:12][CH:11]=3)[CH:5]([CH2:4][CH2:3][CH2:2]1)[CH2:6][CH2:7][CH2:8]2. The catalyst class is: 8. (2) Reactant: [CH3:1][O:2][C:3]([NH:5][C@@H:6]([CH:10]([CH3:12])[CH3:11])[C:7]([OH:9])=O)=[O:4].CN(C(ON1N=NC2C=CC=NC1=2)=[N+](C)C)C.F[P-](F)(F)(F)(F)F.CCN(C(C)C)C(C)C.Cl.[C:47]([C@@H:49]1[CH2:53][NH:52][C@H:51]([C:54]2[NH:55][C:56]([C:59]3[CH:60]=[C:61]4[C:66](=[CH:67][CH:68]=3)[CH:65]=[C:64]([C:69]3[CH:74]=[CH:73][C:72]([C:75]5[NH:79][C:78]([C@@H:80]6[CH2:92][N:90]7[C:91]8[CH:83]([C@@H:84]([NH:93][C:94](=[O:97])[O:95][CH3:96])[CH2:85][CH2:86][C:87]=8[CH:88]=[CH:89]7)[C:82](=[O:98])[CH2:81]6)=[N:77][CH:76]=5)=[CH:71][CH:70]=3)[CH:63]=[CH:62]4)=[CH:57][N:58]=2)[CH2:50]1)#[N:48].[NH4+].[Cl-]. Product: [CH3:96][O:95][C:94](=[O:97])[NH:93][C@@H:84]1[CH:83]2[C:82](=[O:98])[CH2:81][C@H:80]([C:78]3[NH:79][C:75]([C:72]4[CH:71]=[CH:70][C:69]([C:64]5[CH:63]=[CH:62][C:61]6[C:66](=[CH:67][CH:68]=[C:59]([C:56]7[NH:55][C:54]([C@@H:51]8[CH2:50][C@H:49]([C:47]#[N:48])[CH2:53][N:52]8[C:7](=[O:9])[C@@H:6]([NH:5][C:3]([O:2][CH3:1])=[O:4])[CH:10]([CH3:12])[CH3:11])=[N:58][CH:57]=7)[CH:60]=6)[CH:65]=5)=[CH:74][CH:73]=4)=[CH:76][N:77]=3)[CH2:92][N:90]3[C:91]2=[C:87]([CH:88]=[CH:89]3)[CH2:86][CH2:85]1. The catalyst class is: 174. (3) Reactant: [OH:1][C@H:2]1[CH2:7][CH2:6][C@@H:5]([NH:8][C:9]2[C:14]([C:15]#[N:16])=[CH:13][N:12]=[C:11](S(C)(=O)=O)[N:10]=2)[CH2:4][C:3]1([CH3:22])[CH3:21].[NH2:23][CH2:24][CH2:25][C:26]1[CH:27]=[N+:28]([O-:33])[CH:29]=[C:30]([Cl:32])[CH:31]=1.CCN(C(C)C)C(C)C. Product: [Cl:32][C:30]1[CH:29]=[N+:28]([O-:33])[CH:27]=[C:26]([CH2:25][CH2:24][NH:23][C:11]2[N:10]=[C:9]([NH:8][C@@H:5]3[CH2:6][CH2:7][C@H:2]([OH:1])[C:3]([CH3:22])([CH3:21])[CH2:4]3)[C:14]([C:15]#[N:16])=[CH:13][N:12]=2)[CH:31]=1. The catalyst class is: 1. (4) Reactant: [CH:1]([C:4]1[N:8]=[C:7]([N:9]2[CH2:14][CH2:13][CH:12]([OH:15])[CH2:11][CH2:10]2)[O:6][N:5]=1)([CH3:3])[CH3:2].[H-].[Na+].Cl[C:19]1[N:24]=[CH:23][N:22]=[C:21]2[N:25]([C:28]3[CH:33]=[CH:32][C:31]([S:34]([CH3:37])(=[O:36])=[O:35])=[CH:30][C:29]=3[F:38])[N:26]=[CH:27][C:20]=12.O. Product: [F:38][C:29]1[CH:30]=[C:31]([S:34]([CH3:37])(=[O:35])=[O:36])[CH:32]=[CH:33][C:28]=1[N:25]1[C:21]2=[N:22][CH:23]=[N:24][C:19]([O:15][CH:12]3[CH2:11][CH2:10][N:9]([C:7]4[O:6][N:5]=[C:4]([CH:1]([CH3:3])[CH3:2])[N:8]=4)[CH2:14][CH2:13]3)=[C:20]2[CH:27]=[N:26]1. The catalyst class is: 1.